The task is: Predict the reaction yield, written as a fraction of the theoretical maximum amount of product (1.0 means a 100% yield; for example, 0.34 means a 34% yield).. This data is from Reaction yield outcomes from USPTO patents with 853,638 reactions. (1) The reactants are [CH3:1][O:2][C:3]([CH3:8])([CH3:7])[CH2:4][CH2:5][OH:6].[CH2:9](Cl)[CH:10]=[CH2:11]. No catalyst specified. The product is [CH3:1][O:2][C:3]([CH3:8])([CH3:7])[CH2:4][CH2:5][O:6][CH2:11][CH:10]=[CH2:9]. The yield is 0.708. (2) The reactants are [CH:1]([CH:4]1[NH:9][C:8](=[O:10])[C:7]([CH3:12])([CH3:11])[NH:6][CH2:5]1)([CH3:3])[CH3:2].[CH2:13](Br)[C:14]1[CH:19]=[CH:18][CH:17]=[CH:16][CH:15]=1.CCN(C(C)C)C(C)C. The catalyst is CN(C=O)C. The product is [CH2:13]([N:6]1[CH2:5][CH:4]([CH:1]([CH3:3])[CH3:2])[NH:9][C:8](=[O:10])[C:7]1([CH3:12])[CH3:11])[C:14]1[CH:19]=[CH:18][CH:17]=[CH:16][CH:15]=1. The yield is 0.800. (3) The reactants are [H-].[Na+].[Cl:3][C:4]1[C:12]2[N:11]=[C:10]3[N:13]([C:17]4[CH:22]=[CH:21][C:20]([Cl:23])=[CH:19][C:18]=4[C:24]([F:27])([F:26])[F:25])[CH2:14][CH2:15][CH2:16][N:9]3[C:8]=2[C:7]([CH:28]([CH:30]2[CH2:32][CH2:31]2)[OH:29])=[CH:6][CH:5]=1.[CH3:33]I. The catalyst is CN(C)C=O.O. The product is [Cl:3][C:4]1[C:12]2[N:11]=[C:10]3[N:13]([C:17]4[CH:22]=[CH:21][C:20]([Cl:23])=[CH:19][C:18]=4[C:24]([F:25])([F:27])[F:26])[CH2:14][CH2:15][CH2:16][N:9]3[C:8]=2[C:7]([CH:28]([CH:30]2[CH2:32][CH2:31]2)[O:29][CH3:33])=[CH:6][CH:5]=1. The yield is 0.770. (4) The reactants are F[C:2]1[CH:7]=[CH:6][C:5]([N+:8]([O-:10])=[O:9])=[CH:4][CH:3]=1.[Cl:11][C:12]1[CH:17]=[CH:16][CH:15]=[CH:14][C:13]=1[CH2:18][SH:19].C([O-])([O-])=O.[K+].[K+].CCOC(C)=O.O. The catalyst is CN(C=O)C. The product is [Cl:11][C:12]1[CH:17]=[CH:16][CH:15]=[CH:14][C:13]=1[CH2:18][S:19][C:2]1[CH:7]=[CH:6][C:5]([N+:8]([O-:10])=[O:9])=[CH:4][CH:3]=1. The yield is 0.980. (5) The reactants are [CH3:1][C:2]1[CH:7]=[C:6]([CH3:8])[CH:5]=[C:4]([CH3:9])[C:3]=1[NH:10][CH:11]=O.O=P(Cl)(Cl)Cl.C(N(CC)CC)C. The catalyst is ClCCl. The product is [CH3:1][C:2]1[CH:7]=[C:6]([CH3:8])[CH:5]=[C:4]([CH3:9])[C:3]=1[N+:10]#[C-:11]. The yield is 0.720. (6) The reactants are [C:1]([O:5][C:6](=[O:28])[NH:7][C:8]([C:10]1[S:11][C:12]([S:26][CH3:27])=[C:13]([S:15]([C:18]2[CH:23]=[C:22]([OH:24])[CH:21]=[C:20](Br)[CH:19]=2)(=[O:17])=[O:16])[CH:14]=1)=[NH:9])([CH3:4])([CH3:3])[CH3:2].[Cl:29][C:30]1[CH:35]=[CH:34][CH:33]=[CH:32][C:31]=1B(O)O.C([O-])([O-])=O.[Na+].[Na+]. The catalyst is C1C=CC([P]([Pd]([P](C2C=CC=CC=2)(C2C=CC=CC=2)C2C=CC=CC=2)([P](C2C=CC=CC=2)(C2C=CC=CC=2)C2C=CC=CC=2)[P](C2C=CC=CC=2)(C2C=CC=CC=2)C2C=CC=CC=2)(C2C=CC=CC=2)C2C=CC=CC=2)=CC=1. The product is [C:1]([O:5][C:6](=[O:28])[NH:7][C:8]([C:10]1[S:11][C:12]([S:26][CH3:27])=[C:13]([S:15]([C:18]2[CH:19]=[C:20]([C:31]3[CH:32]=[CH:33][CH:34]=[CH:35][C:30]=3[Cl:29])[CH:21]=[C:22]([OH:24])[CH:23]=2)(=[O:17])=[O:16])[CH:14]=1)=[NH:9])([CH3:4])([CH3:3])[CH3:2]. The yield is 0.240. (7) The product is [NH2:16][C:17]1[CH:18]=[C:19]([CH:20]=[CH:21][CH:22]=1)[O:23][C:2]1[CH:3]=[CH:4][C:5]2[N:6]([CH:8]=[C:9]([C:11]([O:13][CH2:14][CH3:15])=[O:12])[N:10]=2)[N:7]=1. The catalyst is O.C(OCC)(=O)C. The yield is 0.390. The reactants are I[C:2]1[CH:3]=[CH:4][C:5]2[N:6]([CH:8]=[C:9]([C:11]([O:13][CH2:14][CH3:15])=[O:12])[N:10]=2)[N:7]=1.[NH2:16][C:17]1[CH:18]=[C:19]([OH:23])[CH:20]=[CH:21][CH:22]=1.C(=O)([O-])[O-].[K+].[K+].CN(C)C=O. (8) The yield is 0.700. The product is [CH:35]1([N:34]([CH2:33][CH:30]2[CH2:31][CH2:32]2)[C:2]2[N:7]=[CH:6][N:5]=[C:4]([C:8]([NH:10][C:11]3[CH:16]=[CH:15][C:14]([S:17]([NH:18][CH3:19])(=[O:21])=[O:20])=[CH:13][C:12]=3[CH3:22])=[O:9])[CH:3]=2)[CH2:36][CH2:37][CH2:38][CH2:39][CH2:40]1. The reactants are Cl[C:2]1[N:7]=[CH:6][N:5]=[C:4]([C:8]([NH:10][C:11]2[CH:16]=[CH:15][C:14]([S:17](=[O:21])(=[O:20])[NH:18][CH3:19])=[CH:13][C:12]=2[CH3:22])=[O:9])[CH:3]=1.C(NC(C)C)(C)C.[CH:30]1([CH2:33][NH:34][CH:35]2[CH2:40][CH2:39][CH2:38][CH2:37][CH2:36]2)[CH2:32][CH2:31]1. The catalyst is C(O)C. (9) The reactants are [C:1]([O:5][C:6]([N:8]1[CH2:13][CH2:12][CH:11]([CH2:14][CH2:15][OH:16])[CH2:10][CH2:9]1)=[O:7])([CH3:4])([CH3:3])[CH3:2].[Cr](Cl)([O-])(=O)=O.[NH+]1C=CC=CC=1. The catalyst is C(Cl)Cl. The product is [C:1]([O:5][C:6]([N:8]1[CH2:13][CH2:12][CH:11]([CH2:14][CH:15]=[O:16])[CH2:10][CH2:9]1)=[O:7])([CH3:4])([CH3:3])[CH3:2]. The yield is 0.810. (10) The reactants are O[C@@H]1CC[N:5](C(OCC2C=CC=CC=2)=O)[C@H](C(OC)=O)C1.[CH3:22][O:23][C:24]([CH:26]1[CH2:31][CH:30]([O:32][C:33]2[C:42]3[C:37](=[C:38]([CH3:45])[C:39]([O:43][CH3:44])=[CH:40][CH:41]=3)[N:36]=[C:35]([C:46]3[S:47][CH:48]=[C:49]([C:51]([F:54])([F:53])[F:52])[N:50]=3)C=2)[CH2:29][CH2:28][N:27]1[C:55](OCC1C=CC=CC=1)=O)=[O:25]. No catalyst specified. The product is [CH3:22][O:23][C:24]([CH:26]1[CH2:31][CH:30]([O:32][C:33]2[C:42]3[C:37](=[C:38]([CH3:45])[C:39]([O:43][CH3:44])=[CH:40][CH:41]=3)[N:36]=[C:35]([C:46]3[S:47][CH:48]=[C:49]([C:51]([F:53])([F:52])[F:54])[N:50]=3)[N:5]=2)[CH2:29][CH2:28][N:27]1[CH3:55])=[O:25]. The yield is 0.600.